This data is from Experimentally validated miRNA-target interactions with 360,000+ pairs, plus equal number of negative samples. The task is: Binary Classification. Given a miRNA mature sequence and a target amino acid sequence, predict their likelihood of interaction. (1) The miRNA is mmu-miR-3088-3p with sequence UUCAUGAGCAGCUGCAAAGGUGU. The protein sequence of the target gene is MILKGCLLYPLCSPRNKQRCARLWKIAYGGLLKIVTGSLLTFYVVLCLDGGMVLMRKQVPSRFMYPKEWQHLTMFILLTLNGCVDFMSKNVLPQRCVGLEKGTLVLIIYELLLLMVSHVKDSEGVELHVYSLLILVVFLLLLVLTAELWAPNMCHLQLMETFLILMMGSWLMQAGFILYRPVSGYPWQDDDISDIMFVTTFFCWHVMINASFLLGIYGFSSFWYHCFRPSLKLTGPKEAPYYASTPGPLYKLLQEVEQSEKEDQALLLPKSSP. Result: 0 (no interaction). (2) The miRNA is hsa-miR-6133 with sequence UGAGGGAGGAGGUUGGGUA. The protein sequence of the target gene is MNRHLWKSQLCEMVQPSGGPAADQDVLGEESPLGKPAMLHLPSEQGAPETLQRCLEENQELRDAIRQSNQILRERCEELLHFQASQREEKEFLMCKFQEARKLVERLGLEKLDLKRQKEQALREVEHLKRCQQQMAEDKASVKAQVTSLLGELQESQSRLEAATKECQALEGRARAASEQARQLESEREALQQQHSVQVDQLRMQGQSVEAALRMERQAASEEKRKLAQLQVAYHQLFQEYDNHIKSSVVGSERKRGMQLEDLKQQLQQAEEALVAKQEVIDKLKEEAEQHKIVMETVPV.... Result: 1 (interaction). (3) The protein sequence of the target gene is MHQPPESTAAAAAAADISARKMAHPAMFPRRGSGGGSASALNAAGTGVSGAAPSSEDFPPPSLLQPPPPAASSTQGPQPPPPQSLNLLSQAQLQGQPLAPGGTQMKKKSGFQITSVTPAQISASISSNNSIAEDTESYDDLDESHTEDLSSSEILDVSLSRATDLGEPERSSSEETLNNFQEAETPGAVSPNQPHLPQPHLPHLPQQNVVINGNAHPHHLHHHHHPHHGHHLHHGHHHSSHAAVAGPSIPGGPPSSPVSRKLSTTGSSDGGVPVAPPPAVPSSGLPASVMTNIRTPSTTG.... The miRNA is hsa-miR-4782-5p with sequence UUCUGGAUAUGAAGACAAUCAA. Result: 0 (no interaction). (4) The miRNA is hsa-miR-365b-3p with sequence UAAUGCCCCUAAAAAUCCUUAU. The protein sequence of the target gene is MKIAVLFCFFLLIIFQTDFGKNEEIPRKQRRKIYHRRLRKSSTSHKHRSNRQLGIQQTTVFTPVARLPIVNFDYSMEEKFESFSSFPGVESSYNVLPGKKGHCLVKGITMYNKAVWSPEPCTTCLCSDGRVLCDETMCHPQRCPQTVIPEGECCPVCSATVSYSLLSGIALNDRNEFSGDSSEQREPTNLLHKQLPPPQVGMDRIVRKEALQSEEDEEVKEEDTEQKRETPESRNQGQLYSEGDSRGGDRKQRPGEERRLAHQQQRQGREEEEDEEEEGEEGEEDEEDEEDPVRGDMFRM.... Result: 0 (no interaction). (5) Result: 0 (no interaction). The protein sequence of the target gene is MAVPPSAPQPRASFHLRRHTPCPQCSWGMEEKAAASASCREPPGPPRAAAVAYFGISVDPDDILPGALRLIQELRPHWKPEQVRTKRFTDGITNKLVACYVEEDMQDCVLVRVYGERTELLVDRENEVRNFQLLRAHSCAPKLYCTFQNGLCYEYMQGVALEPEHIREPRLFRLIALEMAKIHTIHANGSLPKPILWHKMHNYFTLVKNEINPSLSADVPKVEVLERELAWLKEHLSQLESPVVFCHNDLLCKNIIYDSIKGHVRFIDYEYAGYNYQAFDIGNHFNEFAGVNEVDYCLYP.... The miRNA is hsa-miR-641 with sequence AAAGACAUAGGAUAGAGUCACCUC.